Dataset: NCI-60 drug combinations with 297,098 pairs across 59 cell lines. Task: Regression. Given two drug SMILES strings and cell line genomic features, predict the synergy score measuring deviation from expected non-interaction effect. (1) Drug 1: CC1=C(C=C(C=C1)NC(=O)C2=CC=C(C=C2)CN3CCN(CC3)C)NC4=NC=CC(=N4)C5=CN=CC=C5. Drug 2: C1=NC2=C(N1)C(=S)N=CN2. Cell line: UACC-257. Synergy scores: CSS=10.9, Synergy_ZIP=-8.06, Synergy_Bliss=-0.751, Synergy_Loewe=-15.9, Synergy_HSA=-0.340. (2) Drug 1: CCCS(=O)(=O)NC1=C(C(=C(C=C1)F)C(=O)C2=CNC3=C2C=C(C=N3)C4=CC=C(C=C4)Cl)F. Drug 2: C1C(C(OC1N2C=C(C(=O)NC2=O)F)CO)O. Cell line: SNB-75. Synergy scores: CSS=43.6, Synergy_ZIP=1.04, Synergy_Bliss=-1.05, Synergy_Loewe=-31.1, Synergy_HSA=-2.09. (3) Drug 1: C1=CC(=CC=C1C#N)C(C2=CC=C(C=C2)C#N)N3C=NC=N3. Drug 2: CC12CCC3C(C1CCC2OP(=O)(O)O)CCC4=C3C=CC(=C4)OC(=O)N(CCCl)CCCl.[Na+]. Cell line: HOP-62. Synergy scores: CSS=2.16, Synergy_ZIP=5.37, Synergy_Bliss=2.15, Synergy_Loewe=2.66, Synergy_HSA=-1.03. (4) Drug 1: CC12CCC3C(C1CCC2=O)CC(=C)C4=CC(=O)C=CC34C. Drug 2: CCC1(CC2CC(C3=C(CCN(C2)C1)C4=CC=CC=C4N3)(C5=C(C=C6C(=C5)C78CCN9C7C(C=CC9)(C(C(C8N6C=O)(C(=O)OC)O)OC(=O)C)CC)OC)C(=O)OC)O.OS(=O)(=O)O. Cell line: OVCAR-5. Synergy scores: CSS=30.4, Synergy_ZIP=2.51, Synergy_Bliss=4.23, Synergy_Loewe=1.44, Synergy_HSA=3.06.